Dataset: NCI-60 drug combinations with 297,098 pairs across 59 cell lines. Task: Regression. Given two drug SMILES strings and cell line genomic features, predict the synergy score measuring deviation from expected non-interaction effect. (1) Drug 1: C1CC(CNC1)C2=CC=C(C=C2)N3C=C4C=CC=C(C4=N3)C(=O)N. Drug 2: B(C(CC(C)C)NC(=O)C(CC1=CC=CC=C1)NC(=O)C2=NC=CN=C2)(O)O. Cell line: UACC62. Synergy scores: CSS=43.1, Synergy_ZIP=-0.648, Synergy_Bliss=-1.63, Synergy_Loewe=-2.47, Synergy_HSA=0.0824. (2) Drug 1: CC1=C(C=C(C=C1)C(=O)NC2=CC(=CC(=C2)C(F)(F)F)N3C=C(N=C3)C)NC4=NC=CC(=N4)C5=CN=CC=C5. Drug 2: N.N.Cl[Pt+2]Cl. Cell line: NCI-H460. Synergy scores: CSS=52.2, Synergy_ZIP=1.45, Synergy_Bliss=0.906, Synergy_Loewe=-6.14, Synergy_HSA=0.828. (3) Drug 1: C1=CC(=CC=C1CC(C(=O)O)N)N(CCCl)CCCl.Cl. Drug 2: C1CC(=O)NC(=O)C1N2C(=O)C3=CC=CC=C3C2=O. Cell line: SN12C. Synergy scores: CSS=15.8, Synergy_ZIP=4.69, Synergy_Bliss=17.3, Synergy_Loewe=7.35, Synergy_HSA=16.3.